This data is from Catalyst prediction with 721,799 reactions and 888 catalyst types from USPTO. The task is: Predict which catalyst facilitates the given reaction. (1) Reactant: CS[C:3]1[N:4]=[CH:5][C:6]2[C:15](=[O:16])[N:14]([CH2:17][CH:18]3[CH2:23][CH2:22][N:21]([C:24]([O:26][C:27]([CH3:30])([CH3:29])[CH3:28])=[O:25])[CH2:20][CH2:19]3)[CH2:13][C@H:12]3[N:8]([CH2:9][CH2:10][CH2:11]3)[C:7]=2[N:31]=1.ClC1C=CC=C(C(OO)=O)C=1.C(=O)(O)[O-].[Na+].[CH2:48]([NH2:50])[CH3:49].C1COCC1. Product: [CH2:48]([NH:50][C:3]1[N:4]=[CH:5][C:6]2[C:15](=[O:16])[N:14]([CH2:17][CH:18]3[CH2:19][CH2:20][N:21]([C:24]([O:26][C:27]([CH3:29])([CH3:28])[CH3:30])=[O:25])[CH2:22][CH2:23]3)[CH2:13][C@H:12]3[N:8]([CH2:9][CH2:10][CH2:11]3)[C:7]=2[N:31]=1)[CH3:49]. The catalyst class is: 410. (2) Reactant: [C:1]([NH:9][C:10]([NH:12][C@@:13]1([C:21]2[S:22][CH:23]=[C:24]([Br:26])[CH:25]=2)[CH2:18][CH2:17][O:16][CH2:15][C@H:14]1[CH2:19]O)=[S:11])(=[O:8])[C:2]1[CH:7]=[CH:6][CH:5]=[CH:4][CH:3]=1. Product: [Br:26][C:24]1[CH:25]=[C:21]([C@@:13]23[N:12]=[C:10]([NH:9][C:1](=[O:8])[C:2]4[CH:3]=[CH:4][CH:5]=[CH:6][CH:7]=4)[S:11][CH2:19][C@@H:14]2[CH2:15][O:16][CH2:17][CH2:18]3)[S:22][CH:23]=1. The catalyst class is: 240. (3) Reactant: [CH3:1][C:2]([O:5][C:6]([N:8]1[CH2:13][CH2:12][CH:11]([C:14]([OH:16])=O)[CH2:10][CH2:9]1)=[O:7])([CH3:4])[CH3:3].CN(C(ON1N=NC2C=CC=NC1=2)=[N+](C)C)C.F[P-](F)(F)(F)(F)F.C(N(C(C)C)CC)(C)C.[NH2:50][C:51]1[CH:60]=[CH:59][CH:58]=[CH:57][C:52]=1[C:53]([O:55][CH3:56])=[O:54]. Product: [CH3:56][O:55][C:53]([C:52]1[CH:57]=[CH:58][CH:59]=[CH:60][C:51]=1[NH:50][C:14]([CH:11]1[CH2:10][CH2:9][N:8]([C:6]([O:5][C:2]([CH3:1])([CH3:3])[CH3:4])=[O:7])[CH2:13][CH2:12]1)=[O:16])=[O:54]. The catalyst class is: 9.